This data is from Full USPTO retrosynthesis dataset with 1.9M reactions from patents (1976-2016). The task is: Predict the reactants needed to synthesize the given product. (1) Given the product [Si:21]([O:20][CH2:19][C:16]1[CH:17]=[CH:18][C:13]([CH:29]=[O:30])=[CH:14][C:15]=1[Cl:28])([C:24]([CH3:27])([CH3:26])[CH3:25])([CH3:23])[CH3:22], predict the reactants needed to synthesize it. The reactants are: C([Li])CCC.CCCCCC.Br[C:13]1[CH:18]=[CH:17][C:16]([CH2:19][O:20][Si:21]([C:24]([CH3:27])([CH3:26])[CH3:25])([CH3:23])[CH3:22])=[C:15]([Cl:28])[CH:14]=1.[CH:29](N1CCCCC1)=[O:30].[Cl-].[NH4+]. (2) Given the product [C:30]([O:29][C:27]([N:12]([CH2:21][C:22]([O:24][CH2:25][CH3:26])=[O:23])[CH2:11][CH2:10][NH:9][C:6]1[CH:5]=[CH:4][C:3]([C:1]#[N:2])=[CH:8][N:7]=1)=[O:28])([CH3:33])([CH3:32])[CH3:31], predict the reactants needed to synthesize it. The reactants are: [C:1]([C:3]1[CH:4]=[CH:5][C:6]([NH:9][CH2:10][CH2:11][NH2:12])=[N:7][CH:8]=1)#[N:2].C(N(CC)CC)C.Br[CH2:21][C:22]([O:24][CH2:25][CH3:26])=[O:23].[C:27](O[C:27]([O:29][C:30]([CH3:33])([CH3:32])[CH3:31])=[O:28])([O:29][C:30]([CH3:33])([CH3:32])[CH3:31])=[O:28]. (3) Given the product [F:7][C:8]1[CH:13]=[CH:12][C:11]([C:18]2[S:19][CH:20]=[CH:21][CH:22]=2)=[CH:10][CH:9]=1, predict the reactants needed to synthesize it. The reactants are: C(=O)([O-])[O-].[Na+].[Na+].[F:7][C:8]1[CH:13]=[CH:12][C:11](B(O)O)=[CH:10][CH:9]=1.Br[C:18]1[S:19][CH:20]=[CH:21][CH:22]=1. (4) Given the product [CH2:9]1[CH2:18][CH2:16][CH:14]([N:22]=[C:24]=[N:6][CH:5]2[CH2:4][CH2:14][CH2:12][CH2:10][CH2:9]2)[CH2:12][CH2:10]1, predict the reactants needed to synthesize it. The reactants are: C(N)CO[CH2:4][CH2:5][NH2:6].O=[CH:9][C@@H:10]([C@H:12]([C@@H:14]([C@@H:16]([C:18](O)=O)O)O)O)O.C[N:22]([CH:24]=O)C. (5) Given the product [C:1]([NH:8][C:9]1[CH:14]=[CH:13][C:12]([C:15]2[CH:20]=[CH:19][CH:18]=[CH:17][CH:16]=2)=[CH:11][C:10]=1[NH2:21])([O:3][C:4]([CH3:7])([CH3:6])[CH3:5])=[O:2], predict the reactants needed to synthesize it. The reactants are: [C:1]([NH:8][C:9]1[CH:14]=[CH:13][C:12]([C:15]2[CH:20]=[CH:19][CH:18]=[CH:17][CH:16]=2)=[CH:11][C:10]=1[N+:21]([O-])=O)([O:3][C:4]([CH3:7])([CH3:6])[CH3:5])=[O:2].[H][H].